From a dataset of Full USPTO retrosynthesis dataset with 1.9M reactions from patents (1976-2016). Predict the reactants needed to synthesize the given product. (1) Given the product [Br:35][C:36]1[CH:37]=[C:38]([CH2:42][C:43]([N:30]2[CH2:29][CH2:28][C:27]3[C:32](=[CH:33][C:24]([C:22]4[CH:23]=[C:18]([N:15]5[CH2:14][CH2:13][N:12]([CH3:11])[CH2:17][CH2:16]5)[N:19]=[C:20]([NH2:34])[N:21]=4)=[CH:25][CH:26]=3)[CH2:31]2)=[O:44])[CH:39]=[N:40][CH:41]=1, predict the reactants needed to synthesize it. The reactants are: C(N(CC)CC)C.Cl.Cl.Cl.[CH3:11][N:12]1[CH2:17][CH2:16][N:15]([C:18]2[CH:23]=[C:22]([C:24]3[CH:33]=[C:32]4[C:27]([CH2:28][CH2:29][NH:30][CH2:31]4)=[CH:26][CH:25]=3)[N:21]=[C:20]([NH2:34])[N:19]=2)[CH2:14][CH2:13]1.[Br:35][C:36]1[CH:37]=[C:38]([CH2:42][C:43](O)=[O:44])[CH:39]=[N:40][CH:41]=1.F[P-](F)(F)(F)(F)F.N1(O[P+](N(C)C)(N(C)C)N(C)C)C2C=CC=CC=2N=N1. (2) Given the product [Br:1][C:2]1[CH:7]=[N:6][C:5]([C:8]([N:41]2[CH2:42][CH2:43][N:38]([S:35]([C:33]3[S:32][C:31]4[CH:46]=[C:27]([Cl:26])[CH:28]=[CH:29][C:30]=4[CH:34]=3)(=[O:37])=[O:36])[CH2:39][CH:40]2[CH2:44][CH3:45])=[O:10])=[N:4][CH:3]=1, predict the reactants needed to synthesize it. The reactants are: [Br:1][C:2]1[CH:3]=[N:4][C:5]([C:8]([OH:10])=O)=[N:6][CH:7]=1.C(Cl)(=O)C(Cl)=O.C(N(C(C)C)CC)(C)C.[Cl:26][C:27]1[CH:28]=[CH:29][C:30]2[CH:34]=[C:33]([S:35]([N:38]3[CH2:43][CH2:42][NH:41][CH:40]([CH2:44][CH3:45])[CH2:39]3)(=[O:37])=[O:36])[S:32][C:31]=2[CH:46]=1.[Cl-].[NH4+]. (3) Given the product [CH2:33]([S:34]([NH:37][C:24](=[O:26])[CH2:23][CH:20]1[CH2:21][CH2:22][N:18]([C:4]2[C:3]([C:1]#[N:2])=[CH:8][C:7]([C:9]([O:11][CH2:12][CH3:13])=[O:10])=[C:6]([C:14]([F:16])([F:17])[F:15])[N:5]=2)[CH2:19]1)(=[O:36])=[O:35])[C:27]1[CH:32]=[CH:31][CH:30]=[CH:29][CH:28]=1, predict the reactants needed to synthesize it. The reactants are: [C:1]([C:3]1[C:4]([N:18]2[CH2:22][CH2:21][CH:20]([CH2:23][C:24]([OH:26])=O)[CH2:19]2)=[N:5][C:6]([C:14]([F:17])([F:16])[F:15])=[C:7]([C:9]([O:11][CH2:12][CH3:13])=[O:10])[CH:8]=1)#[N:2].[C:27]1([CH2:33][S:34]([NH2:37])(=[O:36])=[O:35])[CH:32]=[CH:31][CH:30]=[CH:29][CH:28]=1. (4) The reactants are: [CH3:1][O:2][C:3]1[CH:8]=[CH:7][C:6]([C:9]2[C:10](=[O:19])[NH:11][C:12]3([CH2:18][CH2:17][CH2:16][CH2:15][CH2:14]3)[CH:13]=2)=[CH:5][CH:4]=1. Given the product [CH3:1][O:2][C:3]1[CH:4]=[CH:5][C:6]([CH:9]2[CH2:13][C:12]3([CH2:18][CH2:17][CH2:16][CH2:15][CH2:14]3)[NH:11][C:10]2=[O:19])=[CH:7][CH:8]=1, predict the reactants needed to synthesize it. (5) Given the product [ClH:1].[ClH:30].[ClH:1].[Cl:30][C:31]1[CH:36]=[C:35]([C:2]2[N:3]=[C:4]3[C:9](=[CH:10][CH:11]=2)[N:8]=[CH:7][C:6]([C:12](=[O:14])[CH3:13])=[C:5]3[NH:15][C:16]2[CH:17]=[N:18][C:19]([N:22]3[CH2:26][CH2:25][CH:24]([N:27]([CH3:28])[CH3:29])[CH2:23]3)=[CH:20][CH:21]=2)[CH:34]=[C:33]([Cl:46])[C:32]=1[OH:47], predict the reactants needed to synthesize it. The reactants are: [Cl:1][C:2]1[N:3]=[C:4]2[C:9](=[CH:10][CH:11]=1)[N:8]=[CH:7][C:6]([C:12](=[O:14])[CH3:13])=[C:5]2[NH:15][C:16]1[CH:17]=[N:18][C:19]([N:22]2[CH2:26][CH2:25][CH:24]([N:27]([CH3:29])[CH3:28])[CH2:23]2)=[CH:20][CH:21]=1.[Cl:30][C:31]1[CH:36]=[C:35](B2OC(C)(C)C(C)(C)O2)[CH:34]=[C:33]([Cl:46])[C:32]=1[OH:47].